Dataset: Forward reaction prediction with 1.9M reactions from USPTO patents (1976-2016). Task: Predict the product of the given reaction. (1) Given the reactants C(O[K])(C)(C)C.CN(C)C=O.[OH:12][C:13]1[CH:22]=[CH:21][CH:20]=[C:19]2[C:14]=1[CH2:15][CH2:16][CH2:17][C:18]2=[O:23].[CH2:24](Br)[C:25]1[CH:30]=[CH:29][CH:28]=[CH:27][CH:26]=1, predict the reaction product. The product is: [CH2:24]([O:12][C:13]1[CH:22]=[CH:21][CH:20]=[C:19]2[C:14]=1[CH2:15][CH2:16][CH2:17][C:18]2=[O:23])[C:25]1[CH:30]=[CH:29][CH:28]=[CH:27][CH:26]=1. (2) Given the reactants [NH:1]1[C:9]2[C:4](=[CH:5][CH:6]=[CH:7][CH:8]=2)[CH:3]=[CH:2]1.[CH:10](=O)[CH2:11][CH2:12][CH3:13], predict the reaction product. The product is: [NH:1]1[C:9]2[C:4](=[CH:5][CH:6]=[CH:7][CH:8]=2)[C:3]([CH:10]([C:3]2[C:4]3[C:9](=[CH:8][CH:7]=[CH:6][CH:5]=3)[NH:1][CH:2]=2)[CH2:11][CH2:12][CH3:13])=[CH:2]1. (3) Given the reactants Br[CH2:2][C:3]1[CH:4]=[CH:5][C:6]([Cl:9])=[N:7][CH:8]=1.BrC1C=C([C@@H]2[C@@H:21]([C:22]3[CH:27]=[C:26]([F:28])[CH:25]=[CH:24][C:23]=3F)[O:20][C:19](=[O:30])[NH:18]2)C=NC=1.BrC1C=NC=C(CBr)C=1, predict the reaction product. The product is: [Cl:9][C:6]1[N:7]=[CH:8][C:3]([C@@H:2]2[C@@H:21]([C:22]3[CH:23]=[CH:24][CH:25]=[C:26]([F:28])[CH:27]=3)[O:20][C:19](=[O:30])[NH:18]2)=[CH:4][CH:5]=1.